From a dataset of Retrosynthesis with 50K atom-mapped reactions and 10 reaction types from USPTO. Predict the reactants needed to synthesize the given product. (1) Given the product CC(O)c1ccc(NS(C)(=O)=O)c(Sc2ccc(Cl)cc2Cl)c1, predict the reactants needed to synthesize it. The reactants are: CC(=O)c1ccc(NS(C)(=O)=O)c(Sc2ccc(Cl)cc2Cl)c1. (2) Given the product COc1cc2c(cc1OC)C(Cc1ccc(OCC3CC3)c(OC)c1)N(CC(=O)NCc1ccccc1)CC2, predict the reactants needed to synthesize it. The reactants are: BrCC1CC1.COc1cc(CC2c3cc(OC)c(OC)cc3CCN2CC(=O)NCc2ccccc2)ccc1O.